This data is from Forward reaction prediction with 1.9M reactions from USPTO patents (1976-2016). The task is: Predict the product of the given reaction. (1) Given the reactants [Br:1][C:2]1[CH:3]=[CH:4][C:5]([OH:29])=[C:6]([C:8]2(O)[C:16]3[C:11](=[CH:12][CH:13]=[CH:14][CH:15]=3)[N:10]([CH2:17][C:18]3[O:19][C:20]([C:23]([F:26])([F:25])[F:24])=[CH:21][CH:22]=3)[C:9]2=[O:27])[CH:7]=1.OC1C=CC2OCC(=O)N(C)C=2C=1, predict the reaction product. The product is: [Br:1][C:2]1[CH:3]=[CH:4][C:5]([OH:29])=[C:6]([CH:8]2[C:16]3[C:11](=[CH:12][CH:13]=[CH:14][CH:15]=3)[N:10]([CH2:17][C:18]3[O:19][C:20]([C:23]([F:26])([F:25])[F:24])=[CH:21][CH:22]=3)[C:9]2=[O:27])[CH:7]=1. (2) Given the reactants [Br:1][C:2]1[N:7]=[CH:6][C:5](N)=[CH:4][CH:3]=1.N([O-])=O.[Na+].[S:13](=[O:15])=[O:14].[ClH:16], predict the reaction product. The product is: [Br:1][C:2]1[N:7]=[CH:6][C:5]([S:13]([Cl:16])(=[O:15])=[O:14])=[CH:4][CH:3]=1. (3) Given the reactants Br[CH2:2][C:3]([C:5]1[C:14]([O:15][CH3:16])=[CH:13][C:8]([C:9]([O:11][CH3:12])=[O:10])=[CH:7][C:6]=1[O:17][CH3:18])=[O:4].[N-:19]=[N+:20]=[N-:21].[Na+].O, predict the reaction product. The product is: [N:19]([CH2:2][C:3]([C:5]1[C:14]([O:15][CH3:16])=[CH:13][C:8]([C:9]([O:11][CH3:12])=[O:10])=[CH:7][C:6]=1[O:17][CH3:18])=[O:4])=[N+:20]=[N-:21]. (4) The product is: [NH2:1][C:2]1[C:3]2[N:11]=[C:10]([C:12]3[CH:13]=[C:14]([CH:18]=[CH:19][CH:20]=3)[C:15]([NH:22][CH2:23][CH2:24][N:25]([CH3:26])[CH3:27])=[O:17])[CH:9]=[CH:8][C:4]=2[N:5]=[CH:6][N:7]=1. Given the reactants [NH2:1][C:2]1[C:3]2[N:11]=[C:10]([C:12]3[CH:13]=[C:14]([CH:18]=[CH:19][CH:20]=3)[C:15]([OH:17])=O)[CH:9]=[CH:8][C:4]=2[N:5]=[CH:6][N:7]=1.C[NH:22][CH2:23][CH2:24][NH:25][CH3:26].[CH3:27]N(C(ON1N=NC2C=CC=NC1=2)=[N+](C)C)C.F[P-](F)(F)(F)(F)F.CCN(C(C)C)C(C)C, predict the reaction product. (5) Given the reactants NC(N)=S.[CH3:5][N:6]([CH3:19])[S:7]([C:10]1[C:15]([Cl:16])=[CH:14][CH:13]=[C:12]([NH2:17])[C:11]=1[OH:18])(=[O:9])=[O:8].[Cl:20][C:21]1[CH:26]=[C:25]([F:27])[CH:24]=[CH:23][C:22]=1[N:28]=[C:29]=[S:30], predict the reaction product. The product is: [Cl:16][C:15]1[CH:14]=[CH:13][C:12]([NH:17][C:29]([NH:28][C:22]2[CH:23]=[CH:24][C:25]([F:27])=[CH:26][C:21]=2[Cl:20])=[S:30])=[C:11]([OH:18])[C:10]=1[S:7]([N:6]([CH3:19])[CH3:5])(=[O:9])=[O:8]. (6) Given the reactants [CH3:1][C:2]([Si:5]([CH3:30])([CH3:29])[O:6][CH2:7][C@@H:8]([O:10][C:11]1[CH:12]=[C:13]([CH:25]=[C:26]([OH:28])[CH:27]=1)[C:14]([NH:16][C:17]1[CH:21]=[CH:20][N:19]([CH:22]([CH3:24])[CH3:23])[N:18]=1)=[O:15])[CH3:9])([CH3:4])[CH3:3].[N:31]1([C:35]([C:37]2[CH:38]=[C:39]([Cl:44])[C:40](Cl)=[N:41][CH:42]=2)=[O:36])[CH2:34][CH2:33][CH2:32]1.C(=O)([O-])[O-].[K+].[K+], predict the reaction product. The product is: [N:31]1([C:35]([C:37]2[CH:38]=[C:39]([Cl:44])[C:40]([O:28][C:26]3[CH:25]=[C:13]([CH:12]=[C:11]([O:10][C@@H:8]([CH3:9])[CH2:7][O:6][Si:5]([C:2]([CH3:4])([CH3:3])[CH3:1])([CH3:30])[CH3:29])[CH:27]=3)[C:14]([NH:16][C:17]3[CH:21]=[CH:20][N:19]([CH:22]([CH3:24])[CH3:23])[N:18]=3)=[O:15])=[N:41][CH:42]=2)=[O:36])[CH2:34][CH2:33][CH2:32]1. (7) Given the reactants [F:1][C:2]([F:15])([F:14])[O:3][C:4]1[CH:5]=[C:6]([CH:11]=[CH:12][CH:13]=1)[O:7][CH2:8][CH2:9][OH:10].[H-].[Na+].Br[C:19]1[N:27]([CH2:28][C:29]2[CH:34]=[CH:33][C:32]([Cl:35])=[CH:31][CH:30]=2)[C:26]2[C:25](=[O:36])[N:24]([CH3:37])[C:23](=[O:38])[N:22]([CH3:39])[C:21]=2[N:20]=1, predict the reaction product. The product is: [Cl:35][C:32]1[CH:33]=[CH:34][C:29]([CH2:28][N:27]2[C:26]3[C:25](=[O:36])[N:24]([CH3:37])[C:23](=[O:38])[N:22]([CH3:39])[C:21]=3[N:20]=[C:19]2[O:10][CH2:9][CH2:8][O:7][C:6]2[CH:11]=[CH:12][CH:13]=[C:4]([O:3][C:2]([F:14])([F:15])[F:1])[CH:5]=2)=[CH:30][CH:31]=1.